Dataset: NCI-60 drug combinations with 297,098 pairs across 59 cell lines. Task: Regression. Given two drug SMILES strings and cell line genomic features, predict the synergy score measuring deviation from expected non-interaction effect. Drug 1: C1CCC(C1)C(CC#N)N2C=C(C=N2)C3=C4C=CNC4=NC=N3. Drug 2: C1C(C(OC1N2C=NC(=NC2=O)N)CO)O. Cell line: M14. Synergy scores: CSS=-16.5, Synergy_ZIP=5.40, Synergy_Bliss=-1.46, Synergy_Loewe=-14.2, Synergy_HSA=-11.5.